From a dataset of Catalyst prediction with 721,799 reactions and 888 catalyst types from USPTO. Predict which catalyst facilitates the given reaction. (1) Reactant: [NH2:1][C:2]1[C:6]2[CH:7]=[CH:8][CH:9]=[CH:10][C:5]=2[O:4][C:3]=1[C:11]([NH2:13])=[O:12].Br[C@@H:15]([CH:19]([CH3:21])[CH3:20])[C:16](Cl)=O.O.[N-:23]=[N+:24]=[N-:25].[Na+]. Product: [N:23]([C@@H:15]([C:16]1[NH:13][C:11](=[O:12])[C:3]2[O:4][C:5]3[CH:10]=[CH:9][CH:8]=[CH:7][C:6]=3[C:2]=2[N:1]=1)[CH:19]([CH3:21])[CH3:20])=[N+:24]=[N-:25]. The catalyst class is: 3. (2) Product: [Cl:5][CH2:6][CH2:7][C:8]([C:18]1[CH:17]=[CH:16][C:15]2[O:11][CH2:12][CH2:13][C:14]=2[CH:19]=1)=[O:9]. The catalyst class is: 2. Reactant: [Al+3].[Cl-].[Cl-].[Cl-].[Cl:5][CH2:6][CH2:7][C:8](Cl)=[O:9].[O:11]1[C:15]2[CH:16]=[CH:17][CH:18]=[CH:19][C:14]=2[CH2:13][CH2:12]1. (3) Reactant: [CH3:1][O:2][C:3]1[CH:8]=[N:7][C:6]([N:9]2[CH:13]=[N:12][C:11]([CH3:14])=[N:10]2)=[C:5]2[NH:15][CH:16]=[C:17]([C:18](=[O:22])[C:19]([OH:21])=O)[C:4]=12.[CH3:23][N:24]1[CH:28]=[CH:27][N:26]=[C:25]1[C:29]([C:37]1[CH:42]=[CH:41][CH:40]=[CH:39][CH:38]=1)([CH:31]1[CH2:36][CH2:35][NH:34][CH2:33][CH2:32]1)[OH:30].CN([P+](ON1N=NC2C=CC=CC1=2)(N(C)C)N(C)C)C.F[P-](F)(F)(F)(F)F.CCN(C(C)C)C(C)C. Product: [OH:30][C:29]([C:25]1[N:24]([CH3:23])[CH:28]=[CH:27][N:26]=1)([C:37]1[CH:42]=[CH:41][CH:40]=[CH:39][CH:38]=1)[CH:31]1[CH2:36][CH2:35][N:34]([C:19](=[O:21])[C:18]([C:17]2[C:4]3[C:5](=[C:6]([N:9]4[CH:13]=[N:12][C:11]([CH3:14])=[N:10]4)[N:7]=[CH:8][C:3]=3[O:2][CH3:1])[NH:15][CH:16]=2)=[O:22])[CH2:33][CH2:32]1. The catalyst class is: 3. (4) Reactant: [CH3:1][C:2]1[O:6][N:5]=[C:4]([C:7]2[CH:12]=[CH:11][CH:10]=[CH:9][CH:8]=2)[C:3]=1[CH2:13][O:14][C:15]1[CH:23]=[CH:22][C:18]([C:19]([OH:21])=O)=[CH:17][N:16]=1.[CH2:24]([S:28]([NH2:31])(=[O:30])=[O:29])[CH2:25][CH2:26][CH3:27]. Product: [CH3:1][C:2]1[O:6][N:5]=[C:4]([C:7]2[CH:8]=[CH:9][CH:10]=[CH:11][CH:12]=2)[C:3]=1[CH2:13][O:14][C:15]1[N:16]=[CH:17][C:18]([C:19]([NH:31][S:28]([CH2:24][CH2:25][CH2:26][CH3:27])(=[O:30])=[O:29])=[O:21])=[CH:22][CH:23]=1. The catalyst class is: 112.